Dataset: Catalyst prediction with 721,799 reactions and 888 catalyst types from USPTO. Task: Predict which catalyst facilitates the given reaction. (1) Reactant: Cl[C:2]([O:4][C:5]1[CH:10]=[CH:9][CH:8]=[CH:7][CH:6]=1)=[O:3].[CH3:11][C@H:12]1[CH2:17][O:16][CH2:15][CH2:14][N:13]1[C:18]1[CH:23]=[C:22]([CH2:24][S:25]([C:28]2[CH:33]=[CH:32][CH:31]=[CH:30][N:29]=2)(=[O:27])=[O:26])[N:21]=[C:20]([C:34]2[CH:40]=[CH:39][C:37]([NH2:38])=[CH:36][CH:35]=2)[N:19]=1.C(=O)([O-])O.[Na+]. Product: [CH3:11][C@H:12]1[CH2:17][O:16][CH2:15][CH2:14][N:13]1[C:18]1[CH:23]=[C:22]([CH2:24][S:25]([C:28]2[CH:33]=[CH:32][CH:31]=[CH:30][N:29]=2)(=[O:26])=[O:27])[N:21]=[C:20]([C:34]2[CH:35]=[CH:36][C:37]([NH:38][C:2](=[O:3])[O:4][C:5]3[CH:10]=[CH:9][CH:8]=[CH:7][CH:6]=3)=[CH:39][CH:40]=2)[N:19]=1. The catalyst class is: 12. (2) Reactant: [NH2:1][C:2]1[CH:7]=[CH:6][C:5]([C:8]#[C:9][C:10]2[C:11]([CH3:20])=[N:12][C:13]3[N:14]([N:17]=[CH:18][N:19]=3)[C:15]=2[NH2:16])=[CH:4][CH:3]=1.[Cl:21][C:22]1[CH:23]=[C:24]([N:28]=[C:29]=[O:30])[CH:25]=[CH:26][CH:27]=1.C(N(CC)CC)C.[F:38][C:39]([F:44])([F:43])[C:40]([OH:42])=[O:41]. Product: [F:38][C:39]([F:44])([F:43])[C:40]([OH:42])=[O:41].[NH2:16][C:15]1[N:14]2[N:17]=[CH:18][N:19]=[C:13]2[N:12]=[C:11]([CH3:20])[C:10]=1[C:9]#[C:8][C:5]1[CH:6]=[CH:7][C:2]([NH:1][C:29]([NH:28][C:24]2[CH:25]=[CH:26][CH:27]=[C:22]([Cl:21])[CH:23]=2)=[O:30])=[CH:3][CH:4]=1. The catalyst class is: 23. (3) Reactant: CO.O.NN.[O:6]=[C:7]1[N:11]([C:12]2[CH:17]=[CH:16][C:15]([N:18]3[CH2:23][CH2:22][O:21][CH2:20][C:19]3=[O:24])=[CH:14][CH:13]=2)[CH2:10][CH:9]([CH2:25][N:26]2C(=O)C3C(=CC=CC=3)C2=O)[O:8]1. Product: [NH2:26][CH2:25][C@@H:9]1[O:8][C:7](=[O:6])[N:11]([C:12]2[CH:17]=[CH:16][C:15]([N:18]3[CH2:23][CH2:22][O:21][CH2:20][C:19]3=[O:24])=[CH:14][CH:13]=2)[CH2:10]1. The catalyst class is: 6. (4) Reactant: C([N:8]1[C:15]2[CH:14]3[CH2:16][CH:13]3[CH2:12][C:11]=2[C:10]([C:17]2[N:18]=[N:19][NH:20][N:21]=2)=[N:9]1)C1C=CC=CC=1.CC([O-])(C)C.[K+]. Product: [N:21]1[NH:20][N:19]=[N:18][C:17]=1[C:10]1[NH:9][N:8]=[C:15]2[C:11]=1[CH2:12][C@H:13]1[CH2:16][C@H:14]12. The catalyst class is: 774. (5) The catalyst class is: 5. Reactant: C[O:2][C:3]([C:5]1[CH:9]=[CH:8][N:7]([CH2:10][C:11]2[CH:16]=[CH:15][CH:14]=[CH:13][CH:12]=2)[C:6]=1[CH:17]([CH3:19])[CH3:18])=[O:4].[OH-].[Na+].Cl. Product: [CH2:10]([N:7]1[CH:8]=[CH:9][C:5]([C:3]([OH:4])=[O:2])=[C:6]1[CH:17]([CH3:19])[CH3:18])[C:11]1[CH:12]=[CH:13][CH:14]=[CH:15][CH:16]=1.